Dataset: Catalyst prediction with 721,799 reactions and 888 catalyst types from USPTO. Task: Predict which catalyst facilitates the given reaction. (1) Reactant: [F:1][C:2]([F:17])([C:7]1[CH:12]=[CH:11][C:10]([OH:13])=[C:9]([N+:14]([O-])=O)[CH:8]=1)[C:3]([F:6])([F:5])[F:4].[H][H]. Product: [NH2:14][C:9]1[CH:8]=[C:7]([C:2]([F:1])([F:17])[C:3]([F:4])([F:5])[F:6])[CH:12]=[CH:11][C:10]=1[OH:13]. The catalyst class is: 153. (2) Reactant: C([O:3][C:4]([C:6]1[S:10][C:9]([C:11]2[CH:16]=[CH:15][CH:14]=[CH:13][CH:12]=2)=[N:8][C:7]=1[C:17]([F:20])([F:19])[F:18])=[O:5])C.[Li+].[OH-].Cl. Product: [C:11]1([C:9]2[S:10][C:6]([C:4]([OH:5])=[O:3])=[C:7]([C:17]([F:18])([F:19])[F:20])[N:8]=2)[CH:12]=[CH:13][CH:14]=[CH:15][CH:16]=1. The catalyst class is: 1. (3) Reactant: [Br:1][C:2]1[CH:3]=[CH:4][C:5]([Cl:11])=[C:6]([CH:10]=1)[C:7]([OH:9])=O.C(Cl)(=O)C(Cl)=O.[Cl-].[Cl-].[Cl-].[Al+3].[F:22][C:23]1[CH:28]=[CH:27][CH:26]=[C:25]([F:29])[C:24]=1[O:30]C. Product: [Br:1][C:2]1[CH:3]=[CH:4][C:5]([Cl:11])=[C:6]([C:7]([C:27]2[CH:28]=[C:23]([F:22])[C:24]([OH:30])=[C:25]([F:29])[CH:26]=2)=[O:9])[CH:10]=1. The catalyst class is: 120. (4) Product: [CH:23]1([CH2:26][N:27]([CH2:28][CH2:29][CH3:30])[C:20]([C:15]2[C:16]([CH2:18][CH3:19])=[N:17][N:10]3[C:9]([C:3]4[CH:4]=[CH:5][C:6]([Cl:8])=[CH:7][C:2]=4[Cl:1])=[C:13]([CH3:14])[O:12][C:11]=23)=[O:21])[CH2:25][CH2:24]1. The catalyst class is: 31. Reactant: [Cl:1][C:2]1[CH:7]=[C:6]([Cl:8])[CH:5]=[CH:4][C:3]=1[C:9]1[N:10]2[N:17]=[C:16]([CH2:18][CH3:19])[C:15]([C:20](O)=[O:21])=[C:11]2[O:12][C:13]=1[CH3:14].[CH:23]1([CH2:26][NH:27][CH2:28][CH2:29][CH3:30])[CH2:25][CH2:24]1.CCN(C(C)C)C(C)C.CN(C(ON1N=NC2C=CC=NC1=2)=[N+](C)C)C.F[P-](F)(F)(F)(F)F. (5) Reactant: [CH3:1][C:2]1[NH:3][C:4]2[C:9]([C:10]=1[CH:11]=O)=[CH:8][C:7]([N+:13]([O-:15])=[O:14])=[CH:6][CH:5]=2.C(#N)[CH:17]([CH2:19][C:20]#[N:21])O.[NH:23]1CCCCC1. Product: [CH3:1][C:2]1[NH:3][C:4]2[C:9]([C:10]=1[CH:11]=[C:19]([C:17]#[N:23])[C:20]#[N:21])=[CH:8][C:7]([N+:13]([O-:15])=[O:14])=[CH:6][CH:5]=2. The catalyst class is: 8. (6) Reactant: [Cl:1][CH2:2][CH2:3][CH2:4][O:5][C:6]1[C:7]([O:19][CH3:20])=[CH:8][C:9]([C:17]#[N:18])=[C:10]([N:12]=[CH:13][N:14](C)C)[CH:11]=1.[CH3:21][O:22][C:23](=[O:31])[CH2:24][C:25]1[CH:29]=[C:28](N)[NH:27][N:26]=1. Product: [CH3:21][O:22][C:23](=[O:31])[CH2:24][C:25]1[CH:29]=[C:28]([NH:18][C:17]2[C:9]3[C:10](=[CH:11][C:6]([O:5][CH2:4][CH2:3][CH2:2][Cl:1])=[C:7]([O:19][CH3:20])[CH:8]=3)[N:12]=[CH:13][N:14]=2)[NH:27][N:26]=1. The catalyst class is: 15. (7) Reactant: CC[O:3][C:4]([CH:6]1[CH2:11][N:10]([C:12]([O:14][C:15]([CH3:18])([CH3:17])[CH3:16])=[O:13])[C:9]2[CH:19]=[C:20]([Cl:24])[C:21]([Cl:23])=[CH:22][C:8]=2[O:7]1)=[O:5].O[Li].O. Product: [C:15]([O:14][C:12]([N:10]1[C:9]2[CH:19]=[C:20]([Cl:24])[C:21]([Cl:23])=[CH:22][C:8]=2[O:7][CH:6]([C:4]([OH:5])=[O:3])[CH2:11]1)=[O:13])([CH3:18])([CH3:16])[CH3:17]. The catalyst class is: 20. (8) Reactant: [CH3:1][O:2][CH2:3][CH2:4][NH:5][S:6]([C:9]1[CH:10]=[C:11]([CH:15]=[CH:16][CH:17]=1)[C:12](O)=[O:13])(=[O:8])=[O:7].CO.Cl. Product: [CH3:1][O:2][CH2:3][CH2:4][NH:5][S:6]([C:9]1[CH:10]=[C:11]([CH:15]=[CH:16][CH:17]=1)[CH2:12][OH:13])(=[O:8])=[O:7]. The catalyst class is: 7. (9) Reactant: Cl[C:2]([O:4][C:5]1[CH:10]=[CH:9][CH:8]=[CH:7][CH:6]=1)=[O:3].[NH2:11][C:12]1[CH:30]=[CH:29][C:15]([O:16][C:17]2[CH:22]=[CH:21][N:20]=[C:19]([NH:23][C:24](=[O:28])[CH2:25][CH2:26][CH3:27])[CH:18]=2)=[CH:14][CH:13]=1.C(N(CC)CC)C. Product: [C:24]([NH:23][C:19]1[CH:18]=[C:17]([O:16][C:15]2[CH:14]=[CH:13][C:12]([NH:11][C:2](=[O:3])[O:4][C:5]3[CH:10]=[CH:9][CH:8]=[CH:7][CH:6]=3)=[CH:30][CH:29]=2)[CH:22]=[CH:21][N:20]=1)(=[O:28])[CH2:25][CH2:26][CH3:27]. The catalyst class is: 7.